Dataset: Catalyst prediction with 721,799 reactions and 888 catalyst types from USPTO. Task: Predict which catalyst facilitates the given reaction. Reactant: [CH3:1][O:2][C:3](=[O:36])[C@@H:4]([NH:14][C:15]([C:17]1[C:18]([CH3:35])=[N:19][C:20]([NH:24][CH2:25][C:26]#[C:27][C:28]2[CH:33]=[CH:32][C:31]([OH:34])=[CH:30][CH:29]=2)=[N:21][C:22]=1[CH3:23])=[O:16])[CH2:5][NH:6][C:7]([C:9]1[S:10][CH:11]=[CH:12][CH:13]=1)=[O:8]. Product: [CH3:1][O:2][C:3](=[O:36])[C@@H:4]([NH:14][C:15]([C:17]1[C:18]([CH3:35])=[N:19][C:20]([NH:24][CH2:25][CH2:26][CH2:27][C:28]2[CH:33]=[CH:32][C:31]([OH:34])=[CH:30][CH:29]=2)=[N:21][C:22]=1[CH3:23])=[O:16])[CH2:5][NH:6][C:7]([C:9]1[S:10][CH:11]=[CH:12][CH:13]=1)=[O:8]. The catalyst class is: 19.